From a dataset of Catalyst prediction with 721,799 reactions and 888 catalyst types from USPTO. Predict which catalyst facilitates the given reaction. (1) Reactant: C[O:2][C:3]([C:5]1[CH:10]=[CH:9][N:8]=[C:7]2[NH:11][C:12]([C:14]3[CH:18]=[CH:17][S:16][CH:15]=3)=[N:13][C:6]=12)=[O:4].O[Li].O. Product: [S:16]1[CH:17]=[CH:18][C:14]([C:12]2[NH:11][C:7]3=[N:8][CH:9]=[CH:10][C:5]([C:3]([OH:4])=[O:2])=[C:6]3[N:13]=2)=[CH:15]1. The catalyst class is: 20. (2) Reactant: [CH2:1]([N:5]1[C:9](=[O:10])[C:8]([C:11]2[CH:16]=[CH:15][CH:14]=[CH:13][CH:12]=2)=[C:7](Cl)[C:6]1=[O:18])[CH2:2][CH2:3][CH3:4].[CH3:19][O:20][C:21]1[CH:27]=[CH:26][C:24]([NH2:25])=[CH:23][CH:22]=1. Product: [CH2:1]([N:5]1[C:9](=[O:10])[C:8]([C:11]2[CH:16]=[CH:15][CH:14]=[CH:13][CH:12]=2)=[C:7]([NH:25][C:24]2[CH:26]=[CH:27][C:21]([O:20][CH3:19])=[CH:22][CH:23]=2)[C:6]1=[O:18])[CH2:2][CH2:3][CH3:4]. The catalyst class is: 14. (3) Reactant: [Cl:1][C:2]1[CH:7]=[CH:6][C:5]([C:8]2[O:12][C:11]([C:13]([CH3:17])([CH3:16])[C:14]#[N:15])=[CH:10][C:9]=2[C:18]2[CH:23]=[CH:22][N:21]=[CH:20][CH:19]=2)=[CH:4][C:3]=1[O:24]C.B(Br)(Br)Br. Product: [Cl:1][C:2]1[CH:7]=[CH:6][C:5]([C:8]2[O:12][C:11]([C:13]([CH3:17])([CH3:16])[C:14]#[N:15])=[CH:10][C:9]=2[C:18]2[CH:19]=[CH:20][N:21]=[CH:22][CH:23]=2)=[CH:4][C:3]=1[OH:24]. The catalyst class is: 4. (4) Reactant: Br[C:2]1[CH:9]=[C:8]([Cl:10])[CH:7]=[C:6]([F:11])[C:3]=1[C:4]#[N:5].[Br-].[Li+].[Cu]C#N.[CH3:17][O:18][C:19]1[CH:20]=[C:21]([CH:25]=[CH:26][CH:27]=1)[C:22](Cl)=[O:23]. Product: [Cl:10][C:8]1[CH:9]=[C:2]([C:22](=[O:23])[C:21]2[CH:25]=[CH:26][CH:27]=[C:19]([O:18][CH3:17])[CH:20]=2)[C:3]([C:4]#[N:5])=[C:6]([F:11])[CH:7]=1. The catalyst class is: 324. (5) Reactant: C([O-])=O.[NH4+].C(O)=O.[N+:8]([C:11]1[CH:20]=[C:19]2[C:14]([CH2:15][CH2:16][CH2:17][C:18]2=[O:21])=[CH:13][CH:12]=1)([O-])=O. Product: [NH2:8][C:11]1[CH:20]=[C:19]2[C:14]([CH2:15][CH2:16][CH2:17][C:18]2=[O:21])=[CH:13][CH:12]=1. The catalyst class is: 19. (6) Reactant: [NH:1]([C:8]([O:10][C:11]([CH3:14])([CH3:13])[CH3:12])=[O:9])[C@H:2]([C:5]([OH:7])=[O:6])[CH2:3][OH:4].C([O-])([O-])=O.[K+].[K+].[CH2:21](I)[CH3:22].O. Product: [C:8]([NH:1][C@H:2]([C:5]([O:7][CH2:21][CH3:22])=[O:6])[CH2:3][OH:4])([O:10][C:11]([CH3:14])([CH3:13])[CH3:12])=[O:9]. The catalyst class is: 3. (7) Reactant: CCN(C(C)C)C(C)C.[N:10]1([C:14]([C:16]2[CH:43]=[CH:42][C:19]([O:20][C:21]3[CH:22]=[C:23]([CH:27]=[C:28]([O:30][C@@H:31]([CH3:41])[CH2:32][O:33][Si:34]([C:37]([CH3:40])([CH3:39])[CH3:38])([CH3:36])[CH3:35])[CH:29]=3)[C:24](O)=[O:25])=[C:18]([F:44])[CH:17]=2)=[O:15])[CH2:13][CH2:12][CH2:11]1.CN(C(ON1N=NC2C=CC=NC1=2)=[N+](C)C)C.F[P-](F)(F)(F)(F)F.[NH2:69][C:70]1[S:71][CH:72]=[CH:73][N:74]=1. Product: [N:10]1([C:14]([C:16]2[CH:43]=[CH:42][C:19]([O:20][C:21]3[CH:22]=[C:23]([CH:27]=[C:28]([O:30][C@@H:31]([CH3:41])[CH2:32][O:33][Si:34]([C:37]([CH3:40])([CH3:39])[CH3:38])([CH3:36])[CH3:35])[CH:29]=3)[C:24]([NH:69][C:70]3[S:71][CH:72]=[CH:73][N:74]=3)=[O:25])=[C:18]([F:44])[CH:17]=2)=[O:15])[CH2:11][CH2:12][CH2:13]1. The catalyst class is: 18. (8) Reactant: O.C1(C)C=CC(S(O)(=O)=O)=CC=1.[Br:13][C:14]1[C:15]([F:37])=[CH:16][C:17]([CH3:36])=[C:18]([C:20]2[C:21](=[O:35])[NH:22][C:23]3([C:33]=2[OH:34])[CH2:32][CH2:31][C:26]2(OCC[O:27]2)[CH2:25][CH2:24]3)[CH:19]=1. Product: [Br:13][C:14]1[C:15]([F:37])=[CH:16][C:17]([CH3:36])=[C:18]([C:20]2[C:21](=[O:35])[NH:22][C:23]3([CH2:24][CH2:25][C:26](=[O:27])[CH2:31][CH2:32]3)[C:33]=2[OH:34])[CH:19]=1. The catalyst class is: 95.